This data is from Reaction yield outcomes from USPTO patents with 853,638 reactions. The task is: Predict the reaction yield, written as a fraction of the theoretical maximum amount of product (1.0 means a 100% yield; for example, 0.34 means a 34% yield). (1) The reactants are CON(C)[C:4]([C:6]1[CH:7]=[N:8][C:9]2[C:14]([CH:15]=1)=[CH:13][CH:12]=[CH:11][CH:10]=2)=[O:5].[H-].[H-].[H-].[H-].[Li+].[Al+3]. The catalyst is C1COCC1. The product is [N:8]1[C:9]2[C:14](=[CH:13][CH:12]=[CH:11][CH:10]=2)[CH:15]=[C:6]([CH:4]=[O:5])[CH:7]=1. The yield is 0.800. (2) The reactants are [NH2:1][C:2]1[C:3]([C:31]([O:33]CC)=O)=[N:4][C:5]([NH:17][CH2:18][C@H:19]2[CH2:23][CH2:22][CH2:21][N:20]2C(OC(C)(C)C)=O)=[N:6][C:7]=1[NH:8][C:9]1[CH:14]=[CH:13][CH:12]=[CH:11][C:10]=1[O:15][CH3:16].C(OC([N:43]1CCC[C@@H]1CNC1N=C(C(OCC)=O)C([N+]([O-])=O)=C(NC2C=CC=CC=2OC)N=1)=O)(C)(C)C.[CH2:73]([OH:75])C. The catalyst is [Pd]. The product is [CH3:16][O:15][C:10]1[CH:11]=[CH:12][CH:13]=[CH:14][C:9]=1[N:8]1[C:73](=[O:75])[NH:1][C:2]2[C:7]1=[N:6][C:5]([NH:17][CH2:18][C@H:19]1[CH2:23][CH2:22][CH2:21][NH:20]1)=[N:4][C:3]=2[C:31]([NH2:43])=[O:33]. The yield is 0.890. (3) The reactants are [S:1]([N:11]1[CH2:16][CH2:15][N:14]2[CH:17]=[CH:18][CH:19]=[C:13]2[CH:12]1[CH2:20][C:21]([OH:23])=O)([C:4]1[CH:10]=[CH:9][C:7]([CH3:8])=[CH:6][CH:5]=1)(=[O:3])=[O:2].CCN(C(C)C)C(C)C.CN(C(ON1N=NC2C=CC=NC1=2)=[N+](C)C)C.F[P-](F)(F)(F)(F)F.[NH2:57][C@@H:58]([C:60]1[CH:71]=[CH:70][C:63]([CH2:64][NH:65][C:66]([CH3:69])([CH3:68])[CH3:67])=[CH:62][CH:61]=1)[CH3:59]. The catalyst is C1COCC1.C(Cl)Cl. The product is [C:66]([NH:65][CH2:64][C:63]1[CH:62]=[CH:61][C:60]([C@H:58]([NH:57][C:21](=[O:23])[CH2:20][CH:12]2[N:11]([S:1]([C:4]3[CH:10]=[CH:9][C:7]([CH3:8])=[CH:6][CH:5]=3)(=[O:3])=[O:2])[CH2:16][CH2:15][N:14]3[CH:17]=[CH:18][CH:19]=[C:13]23)[CH3:59])=[CH:71][CH:70]=1)([CH3:69])([CH3:67])[CH3:68]. The yield is 0.290. (4) The reactants are O[C:2]([CH3:36])([CH3:35])[CH2:3][NH:4][C:5]([C:7]1[NH:8][C:9]([C:12]2[CH:17]=[C:16]([O:18][C:19]3[CH:24]=[CH:23][C:22]([S:25]([CH3:28])(=[O:27])=[O:26])=[CH:21][CH:20]=3)[CH:15]=[C:14]([O:29][C@@H:30]([CH3:34])[CH2:31][O:32][CH3:33])[CH:13]=2)=[CH:10][CH:11]=1)=[O:6].CS(O)(=O)=O.C(N(CC)CC)C.C(=O)([O-])O.[Na+]. The catalyst is O1CCCC1. The product is [CH3:33][O:32][CH2:31][C@H:30]([CH3:34])[O:29][C:14]1[CH:13]=[C:12]([C:9]2[NH:8][C:7]([C:5]3[O:6][C:2]([CH3:35])([CH3:36])[CH2:3][N:4]=3)=[CH:11][CH:10]=2)[CH:17]=[C:16]([O:18][C:19]2[CH:20]=[CH:21][C:22]([S:25]([CH3:28])(=[O:26])=[O:27])=[CH:23][CH:24]=2)[CH:15]=1. The yield is 0.630. (5) The reactants are Cl.[CH3:2][C:3]1[O:4][C:5]2[C:14]3[CH:13]([CH2:15][CH2:16][NH2:17])[CH2:12][CH2:11][C:10]=3[CH:9]=[CH:8][C:6]=2[N:7]=1.C(N(CC)CC)C.[CH2:25]([N:27]=[C:28]=[O:29])[CH3:26]. The catalyst is O1CCCC1. The product is [CH2:25]([NH:27][C:28]([NH:17][CH2:16][CH2:15][CH:13]1[C:14]2[C:5]3[O:4][C:3]([CH3:2])=[N:7][C:6]=3[CH:8]=[CH:9][C:10]=2[CH2:11][CH2:12]1)=[O:29])[CH3:26]. The yield is 0.110.